From a dataset of Drug-target binding data from BindingDB using IC50 measurements. Regression. Given a target protein amino acid sequence and a drug SMILES string, predict the binding affinity score between them. We predict pIC50 (pIC50 = -log10(IC50 in M); higher means more potent). Dataset: bindingdb_ic50. (1) The small molecule is CN(c1cnc(C#N)cn1)[C@@H]1CCN(c2ncnc3[nH]ccc23)C1. The target protein sequence is LFTPDYELLTENDMLPNMRIGALGFSGAFEDRDPTQFEERHLKFLQQLGKGNFGSVEMCRYDPLQDNTGEVVAVKKLQHSTEEHLRDFEREIEILKSLQHDNIVKYKGVCYSAGRRNLKLIMEYLPYGSLRDYLQKHKERIDHIKLLQYTSQICKGMEYLGTKRYIHRDLATRNILVENENRVKIGDFGLTKVLPQDKEYYKVKEPGESPIFWYAPESLTESKFSVASDVWSFGVVLYELFTYIEKSKSPPAEFMRMIGNDKQGQMIVFHLIELLKNNGRLPRPDGCPDEIYMIMTECWNNNVNQRPSFRDLALRVDQIRDNMAG. The pIC50 is 9.8. (2) The drug is CCCCc1oc2ccccc2c1C(=O)c1ccc(O)cc1. The target protein sequence is TNSDAESTTLAATTYQSEKPSVMAPAPAAQRLSSGDPSTSPSLSQTTPSKDTDDQSRKNMTSKNRGKRKADATSSQDSELERVFLWDLDETIIIFHSLLTGSYAQKYGKDPTVVIGSGLTMEEMIFEVADTHLFFNDLEECDQVHVEDVASDDNGQDLSNYSFSTDGFSGSGGSGSHGSSVGVQGGVDWMRKLAFRYRKVREIYDKHKSNVGGLLSPQRKEALQRLRAEIEVLTDSWLGTALKSLLLIQSRKNCVNVLITTTQLVPALAKVLLYGLGEIFPIENIYSA. The pIC50 is 5.0.